The task is: Predict the product of the given reaction.. This data is from Forward reaction prediction with 1.9M reactions from USPTO patents (1976-2016). (1) Given the reactants C[Si](C)(C)CC[OH:5].[CH3:8][C:9]1([CH3:17])[CH2:15][C:14](=[O:16])[O:13][C:11](=[O:12])[CH2:10]1, predict the reaction product. The product is: [CH3:8][C:9]([CH3:17])([CH2:15][C:14]([OH:13])=[O:16])[CH2:10][C:11]([OH:5])=[O:12]. (2) Given the reactants O(P(O[C:18]1[N:19]([C:24]([O:26][C:27]([CH3:30])([CH3:29])[CH3:28])=[O:25])[CH2:20][CH2:21][O:22][CH:23]=1)(OC1C=CC=CC=1)=O)C1C=CC=CC=1.[N:31]1[C:40]2[C:35](=[CH:36][CH:37]=[CH:38][CH:39]=2)[CH:34]=[C:33](B(O)O)[CH:32]=1, predict the reaction product. The product is: [N:31]1[C:40]2[C:35](=[CH:36][CH:37]=[CH:38][CH:39]=2)[CH:34]=[C:33]([C:18]2[N:19]([C:24]([O:26][C:27]([CH3:28])([CH3:29])[CH3:30])=[O:25])[CH2:20][CH2:21][O:22][CH:23]=2)[CH:32]=1. (3) Given the reactants [Cl:1][C:2]1[S:6][C:5]([C:7]([NH:9][CH2:10][C@@H:11]2[O:15][C:14](=[O:16])[N:13]([C:17]3[CH:22]=[CH:21][C:20]([N:23]4[CH2:28][CH2:27][O:26][CH:25]([CH2:29][CH2:30][CH2:31][OH:32])[C:24]4=[O:33])=[CH:19][CH:18]=3)[CH2:12]2)=[O:8])=[CH:4][CH:3]=1.[C:34]1(=[O:40])[O:39][C:37](=[O:38])[CH2:36][CH2:35]1.N1C=CC=CC=1, predict the reaction product. The product is: [Cl:1][C:2]1[S:6][C:5]([C:7]([NH:9][CH2:10][C@@H:11]2[O:15][C:14](=[O:16])[N:13]([C:17]3[CH:18]=[CH:19][C:20]([N:23]4[CH2:28][CH2:27][O:26][CH:25]([CH2:29][CH2:30][CH2:31][O:32][C:34](=[O:40])[CH2:35][CH2:36][C:37]([OH:39])=[O:38])[C:24]4=[O:33])=[CH:21][CH:22]=3)[CH2:12]2)=[O:8])=[CH:4][CH:3]=1. (4) Given the reactants C([Li])CCC.[C:6](#[N:8])[CH3:7].C[O:10][C:11](=O)[CH2:12][C:13]1[CH:18]=[CH:17][C:16]([O:19][CH3:20])=[C:15]([O:21][CH2:22][CH2:23][O:24][CH3:25])[CH:14]=1.[NH4+].[Cl-], predict the reaction product. The product is: [CH3:20][O:19][C:16]1[CH:17]=[CH:18][C:13]([CH2:12][C:11](=[O:10])[CH2:7][C:6]#[N:8])=[CH:14][C:15]=1[O:21][CH2:22][CH2:23][O:24][CH3:25]. (5) Given the reactants C(N(CC)CC)C.[Cl:8][C:9]1[CH:14]=[C:13]([CH2:15][OH:16])[CH:12]=[CH:11][N:10]=1.CS(Cl)(=O)=O.[F:22][C:23]1[CH:28]=[CH:27][C:26](O)=[CH:25][CH:24]=1.C(=O)([O-])[O-].[K+].[K+], predict the reaction product. The product is: [Cl:8][C:9]1[CH:14]=[C:13]([CH2:15][O:16][C:26]2[CH:27]=[CH:28][C:23]([F:22])=[CH:24][CH:25]=2)[CH:12]=[CH:11][N:10]=1.